This data is from Forward reaction prediction with 1.9M reactions from USPTO patents (1976-2016). The task is: Predict the product of the given reaction. (1) Given the reactants [N+:1]([CH2:4][C:5]([O:7][CH2:8][CH3:9])=[O:6])([O-:3])=O.[CH2:10]([OH:16])[CH2:11][CH2:12][CH2:13][C:14]#[CH:15].N12CCN(CC1)CC2, predict the reaction product. The product is: [OH:16][CH2:10][CH2:11][CH2:12][CH2:13][C:14]1[O:3][N:1]=[C:4]([C:5]([O:7][CH2:8][CH3:9])=[O:6])[CH:15]=1. (2) Given the reactants [NH2:1][C:2]1[CH:10]=[CH:9][CH:8]=[C:7]2[C:3]=1[CH:4]=[CH:5][N:6]2[CH2:11][C:12]([O:14][CH2:15][CH3:16])=[O:13].Cl[CH2:18][CH2:19][N:20]1[CH:25]=[C:24]([CH:26]([C:33]2[CH:38]=[CH:37][CH:36]=[CH:35][CH:34]=2)[C:27]2[CH:32]=[CH:31][CH:30]=[CH:29][CH:28]=2)[CH:23]=[CH:22][C:21]1=[O:39].O, predict the reaction product. The product is: [C:27]1([CH:26]([C:33]2[CH:38]=[CH:37][CH:36]=[CH:35][CH:34]=2)[C:24]2[CH:23]=[CH:22][C:21](=[O:39])[N:20]([CH2:19][CH2:18][NH:1][C:2]3[CH:10]=[CH:9][CH:8]=[C:7]4[C:3]=3[CH:4]=[CH:5][N:6]4[CH2:11][C:12]([O:14][CH2:15][CH3:16])=[O:13])[CH:25]=2)[CH:28]=[CH:29][CH:30]=[CH:31][CH:32]=1. (3) Given the reactants [CH2:1]([S:3]([N:6]1[CH2:11][CH2:10][CH:9]([C:12]2[C:20]3[C:15](=[C:16]([C:29]([NH2:31])=[O:30])[CH:17]=[C:18]([C:21]4[CH:26]=[CH:25][CH:24]=[C:23]([CH:27]=O)[CH:22]=4)[CH:19]=3)[NH:14][CH:13]=2)[CH2:8][CH2:7]1)(=[O:5])=[O:4])[CH3:2].[NH:32]1[CH2:37][CH2:36][CH2:35][CH:34]([CH2:38][OH:39])[CH2:33]1.[BH-](OC(C)=O)(OC(C)=O)OC(C)=O.[Na+], predict the reaction product. The product is: [CH2:1]([S:3]([N:6]1[CH2:7][CH2:8][CH:9]([C:12]2[C:20]3[C:15](=[C:16]([C:29]([NH2:31])=[O:30])[CH:17]=[C:18]([C:21]4[CH:26]=[CH:25][CH:24]=[C:23]([CH2:27][N:32]5[CH2:37][CH2:36][CH2:35][CH:34]([CH2:38][OH:39])[CH2:33]5)[CH:22]=4)[CH:19]=3)[NH:14][CH:13]=2)[CH2:10][CH2:11]1)(=[O:5])=[O:4])[CH3:2]. (4) Given the reactants C([Cl:4])(=O)C.[N:5]1[CH:6]=[N:7][N:8]2[CH2:13][CH2:12][N:11]([CH:14]3[CH2:31][CH2:30][C:17]4([CH2:22][CH2:21][N:20](C(OC(C)(C)C)=O)[CH2:19][CH2:18]4)[CH2:16][CH2:15]3)[CH2:10][C:9]=12, predict the reaction product. The product is: [ClH:4].[ClH:4].[CH2:18]1[C:17]2([CH2:30][CH2:31][CH:14]([N:11]3[CH2:12][CH2:13][N:8]4[N:7]=[CH:6][N:5]=[C:9]4[CH2:10]3)[CH2:15][CH2:16]2)[CH2:22][CH2:21][NH:20][CH2:19]1. (5) Given the reactants [C:1]1([CH:7]([C:29]2[CH:34]=[CH:33][CH:32]=[CH:31][CH:30]=2)[N:8]2[C:16]3[C:11](=[CH:12][CH:13]=[C:14]([F:17])[CH:15]=3)[CH:10]([C:18]3[C:19]([OH:27])=[CH:20][C:21]4[O:25][CH2:24][CH2:23][C:22]=4[CH:26]=3)[C:9]2=[O:28])[CH:6]=[CH:5][CH:4]=[CH:3][CH:2]=1.[C:35]1(C(C2C=CC=CC=2)N2C3C(=CC=CC=3)C(C3C=C(C)C(OC)=CC=3O)C2=O)C=CC=CC=1, predict the reaction product. The product is: [C:29]1([CH:7]([C:1]2[CH:2]=[CH:3][CH:4]=[CH:5][CH:6]=2)[N:8]2[C:16]3[C:11](=[CH:12][CH:13]=[C:14]([F:17])[CH:15]=3)[C:10]3([CH2:35][O:27][C:19]4[CH:20]=[C:21]5[C:22](=[CH:26][C:18]3=4)[CH2:23][CH2:24][O:25]5)[C:9]2=[O:28])[CH:30]=[CH:31][CH:32]=[CH:33][CH:34]=1.